From a dataset of Cav3 T-type calcium channel HTS with 100,875 compounds. Binary Classification. Given a drug SMILES string, predict its activity (active/inactive) in a high-throughput screening assay against a specified biological target. (1) The molecule is OC(Cn1c2c(n(c(=O)[nH]c2=O)C)nc1OC(=O)c1ccccc1)COc1ccccc1. The result is 0 (inactive). (2) The compound is Brc1ccc(CN2CCC(CC2)C(=O)N(CC)CC)cc1. The result is 0 (inactive).